This data is from NCI-60 drug combinations with 297,098 pairs across 59 cell lines. The task is: Regression. Given two drug SMILES strings and cell line genomic features, predict the synergy score measuring deviation from expected non-interaction effect. (1) Drug 1: CN(C)C1=NC(=NC(=N1)N(C)C)N(C)C. Drug 2: C(CN)CNCCSP(=O)(O)O. Cell line: SF-268. Synergy scores: CSS=4.54, Synergy_ZIP=-1.45, Synergy_Bliss=0.258, Synergy_Loewe=-1.14, Synergy_HSA=-1.21. (2) Drug 1: C1CC(=O)NC(=O)C1N2CC3=C(C2=O)C=CC=C3N. Drug 2: CN(CC1=CN=C2C(=N1)C(=NC(=N2)N)N)C3=CC=C(C=C3)C(=O)NC(CCC(=O)O)C(=O)O. Cell line: MOLT-4. Synergy scores: CSS=37.5, Synergy_ZIP=3.27, Synergy_Bliss=3.41, Synergy_Loewe=-50.9, Synergy_HSA=-0.512.